From a dataset of Reaction yield outcomes from USPTO patents with 853,638 reactions. Predict the reaction yield, written as a fraction of the theoretical maximum amount of product (1.0 means a 100% yield; for example, 0.34 means a 34% yield). (1) The reactants are [I:1][C:2]1[CH:3]=[N:4][NH:5][CH:6]=1.C1COCC1.C(N(CC)CC)C.Cl[Si:20]([CH3:23])([CH3:22])[CH3:21]. The catalyst is CCCCCCC. The yield is 0.960. The product is [CH3:21][Si:20]([CH3:23])([CH3:22])[N:4]1[CH:3]=[C:2]([I:1])[CH:6]=[N:5]1. (2) The reactants are Br[C:2]1[CH:36]=[CH:35][C:5]([O:6][C:7]2[CH:12]=[CH:11][C:10]([S:13]([N:16](CC3C=CC(OC)=CC=3OC)[C:17]3[S:18][CH:19]=[CH:20][N:21]=3)(=[O:15])=[O:14])=[CH:9][C:8]=2[C:33]#[N:34])=[C:4]([C:37]2[N:38]([CH3:42])[N:39]=[CH:40][CH:41]=2)[CH:3]=1.[CH3:43][O:44][C:45]1[CH:46]=[C:47](B(O)O)[CH:48]=[CH:49][CH:50]=1.C(=O)([O-])[O-].[K+].[K+].FC(F)(F)C(O)=O. The catalyst is C1(C)C=CC=CC=1.C(Cl)Cl.C1C=CC([P]([Pd]([P](C2C=CC=CC=2)(C2C=CC=CC=2)C2C=CC=CC=2)([P](C2C=CC=CC=2)(C2C=CC=CC=2)C2C=CC=CC=2)[P](C2C=CC=CC=2)(C2C=CC=CC=2)C2C=CC=CC=2)(C2C=CC=CC=2)C2C=CC=CC=2)=CC=1. The product is [C:33]([C:8]1[CH:9]=[C:10]([S:13]([NH:16][C:17]2[S:18][CH:19]=[CH:20][N:21]=2)(=[O:14])=[O:15])[CH:11]=[CH:12][C:7]=1[O:6][C:5]1[CH:35]=[CH:36][C:2]([C:49]2[CH:48]=[CH:47][CH:46]=[C:45]([O:44][CH3:43])[CH:50]=2)=[CH:3][C:4]=1[C:37]1[N:38]([CH3:42])[N:39]=[CH:40][CH:41]=1)#[N:34]. The yield is 0.610. (3) The reactants are [C:1]([C:3](=[CH:9][C:10]1[CH:15]=[CH:14][CH:13]=[CH:12][C:11]=1[CH3:16])[C:4]([O:6][CH2:7][CH3:8])=[O:5])#[N:2].[C:17]1([CH3:25])[CH:22]=[CH:21][CH:20]=[CH:19][C:18]=1[Mg]Br. The catalyst is C1(C)C=CC=CC=1. The product is [C:1]([C:3](=[C:9]([C:18]1[CH:19]=[CH:20][CH:21]=[CH:22][C:17]=1[CH3:25])[C:10]1[CH:15]=[CH:14][CH:13]=[CH:12][C:11]=1[CH3:16])[C:4]([O:6][CH2:7][CH3:8])=[O:5])#[N:2]. The yield is 0.880. (4) The reactants are [Cl-].[Al+3].[Cl-].[Cl-].Cl[CH2:6][CH2:7][C:8]([NH:10][C:11]1[CH:16]=[CH:15][CH:14]=[C:13]([O:17]C)[CH:12]=1)=[O:9].Cl. No catalyst specified. The product is [OH:17][C:13]1[CH:12]=[C:11]2[C:16]([CH2:6][CH2:7][C:8](=[O:9])[NH:10]2)=[CH:15][CH:14]=1. The yield is 0.550. (5) The reactants are [CH3:1][S:2](Cl)(=[O:4])=[O:3].[CH3:6][O:7][C:8]1[CH:27]=[CH:26][C:11]([CH2:12][N:13]2[C:21]3[C:16](=[CH:17][CH:18]=[C:19]([C@H:22]([OH:25])[CH2:23][OH:24])[CH:20]=3)[CH:15]=[N:14]2)=[CH:10][CH:9]=1.CCN(CC)CC. The catalyst is C(Cl)Cl. The product is [CH3:1][S:2]([O:25][C@@H:22]([C:19]1[CH:20]=[C:21]2[C:16]([CH:15]=[N:14][N:13]2[CH2:12][C:11]2[CH:10]=[CH:9][C:8]([O:7][CH3:6])=[CH:27][CH:26]=2)=[CH:17][CH:18]=1)[CH2:23][O:24][S:2]([CH3:1])(=[O:4])=[O:3])(=[O:4])=[O:3]. The yield is 0.830. (6) The reactants are [NH:1]1[CH2:6][CH2:5][O:4][CH:3]([CH2:7][NH:8][C:9]([C:11]2[S:15][C:14]([C:16]3[CH:21]=[CH:20][C:19]([Cl:22])=[CH:18][CH:17]=3)=[N:13][C:12]=2[CH3:23])=[O:10])[CH2:2]1.[CH3:24][O:25][C:26]([C:28]1[CH:29]=[C:30](OB(O)O)[CH:31]=[CH:32][CH:33]=1)=[O:27]. No catalyst specified. The product is [Cl:22][C:19]1[CH:20]=[CH:21][C:16]([C:14]2[S:15][C:11]([C:9]([NH:8][CH2:7][CH:3]3[O:4][CH2:5][CH2:6][N:1]([C:32]4[CH:33]=[C:28]([CH:29]=[CH:30][CH:31]=4)[C:26]([O:25][CH3:24])=[O:27])[CH2:2]3)=[O:10])=[C:12]([CH3:23])[N:13]=2)=[CH:17][CH:18]=1. The yield is 0.620.